From a dataset of NCI-60 drug combinations with 297,098 pairs across 59 cell lines. Regression. Given two drug SMILES strings and cell line genomic features, predict the synergy score measuring deviation from expected non-interaction effect. (1) Drug 1: C1=NC(=NC(=O)N1C2C(C(C(O2)CO)O)O)N. Drug 2: CC1C(C(CC(O1)OC2CC(CC3=C2C(=C4C(=C3O)C(=O)C5=CC=CC=C5C4=O)O)(C(=O)C)O)N)O. Cell line: SF-295. Synergy scores: CSS=47.4, Synergy_ZIP=-0.189, Synergy_Bliss=0.683, Synergy_Loewe=1.50, Synergy_HSA=3.00. (2) Drug 1: C1CCN(CC1)CCOC2=CC=C(C=C2)C(=O)C3=C(SC4=C3C=CC(=C4)O)C5=CC=C(C=C5)O. Drug 2: C1=CC(=CC=C1CCC2=CNC3=C2C(=O)NC(=N3)N)C(=O)NC(CCC(=O)O)C(=O)O. Cell line: SF-539. Synergy scores: CSS=28.8, Synergy_ZIP=-0.160, Synergy_Bliss=-3.25, Synergy_Loewe=-19.3, Synergy_HSA=-2.36. (3) Synergy scores: CSS=-9.33, Synergy_ZIP=0.965, Synergy_Bliss=-6.65, Synergy_Loewe=-10.9, Synergy_HSA=-11.0. Drug 1: C#CCC(CC1=CN=C2C(=N1)C(=NC(=N2)N)N)C3=CC=C(C=C3)C(=O)NC(CCC(=O)O)C(=O)O. Cell line: SR. Drug 2: C1CN(P(=O)(OC1)NCCCl)CCCl. (4) Drug 1: CC12CCC3C(C1CCC2=O)CC(=C)C4=CC(=O)C=CC34C. Drug 2: CC(C)CN1C=NC2=C1C3=CC=CC=C3N=C2N. Cell line: SK-MEL-28. Synergy scores: CSS=14.7, Synergy_ZIP=2.97, Synergy_Bliss=2.09, Synergy_Loewe=1.62, Synergy_HSA=1.25.